From a dataset of Forward reaction prediction with 1.9M reactions from USPTO patents (1976-2016). Predict the product of the given reaction. (1) Given the reactants [C@@H:1]1([C:9]([OH:11])=[O:10])[CH2:5][CH2:4][CH2:3][C@H:2]1[C:6]([OH:8])=[O:7].[CH3:12][O:13][C:14]1[CH:21]=[C:20]([O:22][CH3:23])[CH:19]=[CH:18][C:15]=1[CH2:16]O.CCN=C=NCCCN(C)C.Cl, predict the reaction product. The product is: [CH3:12][O:13][C:14]1[CH:21]=[C:20]([O:22][CH3:23])[CH:19]=[CH:18][C:15]=1[CH2:16][O:7][C:6]([C@@H:2]1[CH2:3][CH2:4][CH2:5][C@H:1]1[C:9]([OH:11])=[O:10])=[O:8]. (2) The product is: [F:1][C:2]1[CH:24]=[CH:23][CH:22]=[C:21]([F:25])[C:3]=1[C:4]([NH:6][C:7]1[CH:11]=[CH:10][N:9]([CH2:12][C:13]2[CH:18]=[C:17]([O:19][CH2:33][CH2:34][CH2:35][O:36][CH3:37])[CH:16]=[CH:15][C:14]=2[CH3:20])[N:8]=1)=[O:5]. Given the reactants [F:1][C:2]1[CH:24]=[CH:23][CH:22]=[C:21]([F:25])[C:3]=1[C:4]([NH:6][C:7]1[CH:11]=[CH:10][N:9]([CH2:12][C:13]2[CH:18]=[C:17]([OH:19])[CH:16]=[CH:15][C:14]=2[CH3:20])[N:8]=1)=[O:5].C(=O)([O-])[O-].[Cs+].[Cs+].Br[CH2:33][CH2:34][CH2:35][O:36][CH3:37], predict the reaction product. (3) Given the reactants C(O)(C(F)(F)F)=O.[F:8][C:9]1[CH:10]=[C:11]([NH:20][C:21]([C@H:23]2[C:32]3[C:27](=[CH:28][C:29]([O:33][CH3:34])=[CH:30][CH:31]=3)[CH2:26][CH2:25][N:24]2[C:35]([C@@H:37]2[CH2:40][C@H:39]([CH2:41][C:42]([O:44]C(C)(C)C)=[O:43])[CH2:38]2)=[O:36])=[O:22])[CH:12]=[C:13]([F:19])[C:14]=1[Si:15]([CH3:18])([CH3:17])[CH3:16].C(=O)([O-])O.[Na+], predict the reaction product. The product is: [F:8][C:9]1[CH:10]=[C:11]([NH:20][C:21]([C@H:23]2[C:32]3[C:27](=[CH:28][C:29]([O:33][CH3:34])=[CH:30][CH:31]=3)[CH2:26][CH2:25][N:24]2[C:35]([C@@H:37]2[CH2:40][C@H:39]([CH2:41][C:42]([OH:44])=[O:43])[CH2:38]2)=[O:36])=[O:22])[CH:12]=[C:13]([F:19])[C:14]=1[Si:15]([CH3:17])([CH3:18])[CH3:16]. (4) Given the reactants NC[CH2:3][CH2:4][Si:5]([O:16][Si:17]([CH3:20])([CH3:19])[CH3:18])([O:11][Si:12]([CH3:15])([CH3:14])[CH3:13])[O:6][Si:7]([CH3:10])([CH3:9])[CH3:8].[CH3:21][I:22].C(=O)([O-])[O-].[Na+].[Na+].[CH3:29][N:30]([CH3:33])[CH:31]=O, predict the reaction product. The product is: [I-:22].[CH3:29][N+:30]([CH3:33])([CH3:21])[CH2:31][CH2:3][CH2:4][Si:5]([O:11][Si:12]([CH3:13])([CH3:15])[CH3:14])([O:16][Si:17]([CH3:20])([CH3:19])[CH3:18])[O:6][Si:7]([CH3:8])([CH3:9])[CH3:10]. (5) Given the reactants [N:1]1[CH:6]=[CH:5][C:4]([CH:7]([C:14]([C:16]2[CH:25]=[CH:24][C:23]3[C:18](=[CH:19][CH:20]=[CH:21][CH:22]=3)[CH:17]=2)=O)[CH2:8][C:9](OCC)=O)=[CH:3][CH:2]=1.[OH2:26].[NH2:27][NH2:28], predict the reaction product. The product is: [CH:17]1[C:18]2[C:23](=[CH:22][CH:21]=[CH:20][CH:19]=2)[CH:24]=[CH:25][C:16]=1[C:14]1[CH:7]([C:4]2[CH:5]=[CH:6][N:1]=[CH:2][CH:3]=2)[CH2:8][C:9](=[O:26])[NH:27][N:28]=1. (6) Given the reactants [CH3:1][C:2]1[CH:3]=[CH:4][C:5]([S:9][C:10]2[CH:15]=[CH:14][CH:13]=[CH:12][CH:11]=2)=[C:6]([NH2:8])[CH:7]=1.C([C:18]1[C:19]([N:27]=[CH:28][N:29]([CH3:31])C)=[N:20][C:21]([CH:24]2[CH2:26][CH2:25]2)=[CH:22][CH:23]=1)#N.NC1C=C(C)C=CC=1SC1C=CC(O)=CC=1.C(C1C(N=CN(C)C)=NC(C)=CC=1)#N, predict the reaction product. The product is: [CH:24]1([C:21]2[CH:22]=[CH:23][C:18]3[C:31]([NH:8][C:6]4[CH:7]=[C:2]([CH3:1])[CH:3]=[CH:4][C:5]=4[S:9][C:10]4[CH:11]=[CH:12][CH:13]=[CH:14][CH:15]=4)=[N:29][CH:28]=[N:27][C:19]=3[N:20]=2)[CH2:25][CH2:26]1. (7) Given the reactants [C:1](O[BH-](OC(=O)C)OC(=O)C)(=O)C.[Na+].C=O.[CH:17]([C:20]1[S:29][C:28]2[CH2:27][C:26]3[CH:30]=[CH:31][CH:32]=[CH:33][C:25]=3[N:24]=[C:23]([N:34]3[CH2:39][CH2:38][NH:37][C@@H:36]([CH2:40][CH2:41][C:42]4[CH:47]=[CH:46][C:45]([O:48][CH3:49])=[CH:44][CH:43]=4)[CH2:35]3)[C:22]=2[N:21]=1)([CH3:19])[CH3:18].C(=O)(O)[O-].[Na+], predict the reaction product. The product is: [NH3:21].[CH:17]([C:20]1[S:29][C:28]2[CH2:27][C:26]3[CH:30]=[CH:31][CH:32]=[CH:33][C:25]=3[N:24]=[C:23]([N:34]3[CH2:39][CH2:38][N:37]([CH3:1])[C@@H:36]([CH2:40][CH2:41][C:42]4[CH:47]=[CH:46][C:45]([O:48][CH3:49])=[CH:44][CH:43]=4)[CH2:35]3)[C:22]=2[N:21]=1)([CH3:19])[CH3:18]. (8) Given the reactants [Si](I)(C)(C)C.[CH:6]([C@H:9]1[CH2:14][CH2:13][C@H:12]([NH:15][C:16]2[C:25]3[C:20](=[CH:21][CH:22]=[CH:23][CH:24]=3)[C:19]([CH2:26][C:27]3[CH:32]=[CH:31][N:30]=[C:29]([O:33]C)[CH:28]=3)=[N:18][N:17]=2)[CH2:11][CH2:10]1)([CH3:8])[CH3:7].C([O-])(O)=O.[Na+].O, predict the reaction product. The product is: [CH:6]([C@H:9]1[CH2:10][CH2:11][C@H:12]([NH:15][C:16]2[C:25]3[C:20](=[CH:21][CH:22]=[CH:23][CH:24]=3)[C:19]([CH2:26][C:27]3[CH:32]=[CH:31][N:30]=[C:29]([OH:33])[CH:28]=3)=[N:18][N:17]=2)[CH2:13][CH2:14]1)([CH3:8])[CH3:7]. (9) Given the reactants ClC(Cl)(O[C:5](=[O:11])OC(Cl)(Cl)Cl)Cl.[Si:13]([O:20][CH2:21][C:22]1[CH:23]=[C:24]([NH2:33])[CH:25]=[CH:26][C:27]=1[O:28][C:29]([F:32])([F:31])[F:30])([C:16]([CH3:19])([CH3:18])[CH3:17])([CH3:15])[CH3:14].C(N(C(C)C)CC)(C)C.[CH:43]1([C:49]2[CH:54]=[CH:53][C:52]([NH:55][CH2:56][C:57]3[CH:70]=[CH:69][C:60]([C:61]([NH:63][C:64]4[N:65]=[N:66][NH:67][N:68]=4)=[O:62])=[CH:59][CH:58]=3)=[CH:51][CH:50]=2)[CH2:48][CH2:47][CH2:46][CH2:45][CH2:44]1, predict the reaction product. The product is: [Si:13]([O:20][CH2:21][C:22]1[CH:23]=[C:24]([NH:33][C:5](=[O:11])[N:55]([CH2:56][C:57]2[CH:58]=[CH:59][C:60]([C:61]([NH:63][C:64]3[N:65]=[N:66][NH:67][N:68]=3)=[O:62])=[CH:69][CH:70]=2)[C:52]2[CH:51]=[CH:50][C:49]([CH:43]3[CH2:48][CH2:47][CH2:46][CH2:45][CH2:44]3)=[CH:54][CH:53]=2)[CH:25]=[CH:26][C:27]=1[O:28][C:29]([F:31])([F:32])[F:30])([C:16]([CH3:19])([CH3:18])[CH3:17])([CH3:15])[CH3:14].